The task is: Predict the reactants needed to synthesize the given product.. This data is from Full USPTO retrosynthesis dataset with 1.9M reactions from patents (1976-2016). (1) Given the product [CH3:43][N:44]([CH3:45])[CH2:2][CH2:3][O:4][C:5]1[CH:6]=[C:7]2[C:12](=[CH:13][C:14]=1[O:15][CH3:16])[N:11]=[C:10]([C:17]1[CH:22]=[CH:21][C:20]([C:23]3[CH:28]=[CH:27][CH:26]=[CH:25][CH:24]=3)=[C:19]([F:29])[CH:18]=1)[N:9]=[C:8]2[NH:30][C:31]1[CH:32]=[C:33]2[C:37](=[CH:38][CH:39]=1)[NH:36][N:35]=[CH:34]2, predict the reactants needed to synthesize it. The reactants are: Cl[CH2:2][CH2:3][O:4][C:5]1[CH:6]=[C:7]2[C:12](=[CH:13][C:14]=1[O:15][CH3:16])[N:11]=[C:10]([C:17]1[CH:22]=[CH:21][C:20]([C:23]3[CH:28]=[CH:27][CH:26]=[CH:25][CH:24]=3)=[C:19]([F:29])[CH:18]=1)[N:9]=[C:8]2[NH:30][C:31]1[CH:32]=[C:33]2[C:37](=[CH:38][CH:39]=1)[N:36](C([O-])=O)[N:35]=[CH:34]2.[CH3:43][NH:44][CH3:45].O. (2) Given the product [C:1]([O:5][C:6]([N:8]1[CH2:13][CH2:12][C@H:11]([NH:14][C:15]([C@@H:17]2[CH2:23][CH2:22][C@@H:21]3[CH2:24][N:18]2[C:19](=[O:33])[N:20]3[OH:25])=[O:16])[C@H:10]([F:34])[CH2:9]1)=[O:7])([CH3:4])([CH3:2])[CH3:3], predict the reactants needed to synthesize it. The reactants are: [C:1]([O:5][C:6]([N:8]1[CH2:13][CH2:12][C@H:11]([NH:14][C:15]([C@@H:17]2[CH2:23][CH2:22][C@@H:21]3[CH2:24][N:18]2[C:19](=[O:33])[N:20]3[O:25]CC2C=CC=CC=2)=[O:16])[C@H:10]([F:34])[CH2:9]1)=[O:7])([CH3:4])([CH3:3])[CH3:2]. (3) Given the product [CH:1]1([CH2:6][C:7]([C:9]2[C:13]3[CH:14]=[CH:15][CH:16]=[CH:17][C:12]=3[O:11][C:10]=2[C:18]2[CH:19]=[C:20]3[C:25](=[CH:26][CH:27]=2)[CH:24]=[C:23]([O:28][CH2:29][C:30]([OH:32])=[O:31])[CH:22]=[CH:21]3)=[O:8])[CH2:5][CH2:4][CH2:3][CH2:2]1, predict the reactants needed to synthesize it. The reactants are: [CH:1]1([CH2:6][C:7]([C:9]2[C:13]3[CH:14]=[CH:15][CH:16]=[CH:17][C:12]=3[O:11][C:10]=2[C:18]2[CH:19]=[C:20]3[C:25](=[CH:26][CH:27]=2)[CH:24]=[C:23]([O:28][CH2:29][C:30]([O:32]CC)=[O:31])[CH:22]=[CH:21]3)=[O:8])[CH2:5][CH2:4][CH2:3][CH2:2]1.[OH-].[K+]. (4) Given the product [C:11]([O:15][C:16](=[O:27])[NH:17][C@H:18]1[C:23]([OH:25])([CH3:24])[C@@H:22]([CH3:26])[CH2:21][N:20]([C:2]2[CH:7]=[CH:6][N:5]=[CH:4][C:3]=2[N+:8]([O-:10])=[O:9])[CH2:19]1)([CH3:14])([CH3:12])[CH3:13], predict the reactants needed to synthesize it. The reactants are: Cl[C:2]1[CH:7]=[CH:6][N:5]=[CH:4][C:3]=1[N+:8]([O-:10])=[O:9].[C:11]([O:15][C:16](=[O:27])[NH:17][C@H:18]1[C@@:23]([OH:25])([CH3:24])[C@@H:22]([CH3:26])[CH2:21][NH:20][CH2:19]1)([CH3:14])([CH3:13])[CH3:12]. (5) Given the product [Cl:20][C:21]1[CH:22]=[C:23]2[C:28](=[CH:29][CH:30]=1)[CH2:27][N:26]([CH2:1][C:3]1[CH:4]=[C:5]([C:14]([O:16][CH2:17][CH3:18])=[O:15])[C:6](=[O:13])[N:7]3[C:12]=1[CH:11]=[CH:10][CH:9]=[CH:8]3)[CH2:25][CH2:24]2, predict the reactants needed to synthesize it. The reactants are: [CH:1]([C:3]1[CH:4]=[C:5]([C:14]([O:16][CH2:17][CH3:18])=[O:15])[C:6](=[O:13])[N:7]2[C:12]=1[CH:11]=[CH:10][CH:9]=[CH:8]2)=O.[Cl-].[Cl:20][C:21]1[CH:22]=[C:23]2[C:28](=[CH:29][CH:30]=1)[CH2:27][NH2+:26][CH2:25][CH2:24]2.C(O)(=O)C.C([BH3-])#N. (6) Given the product [NH2:7][C:5]1[S:6][C:2]([CH3:1])=[CH:3][C:4]=1[C:15]#[N:14], predict the reactants needed to synthesize it. The reactants are: [CH3:1][C:2]1[S:6][C:5]2[NH:7]C3C=CC=CC=3[N:14]=[C:15](N3CCN(C)CC3)[C:4]=2[CH:3]=1.C(=O)CC.[S].CN(C)C=O. (7) Given the product [NH2:26][C:24]1[N:25]=[C:21]([NH:20][C:17]2[CH:18]=[CH:19][C:14]([O:13][CH2:12][CH2:11][CH2:10][NH:7][CH2:8][CH3:9])=[CH:15][CH:16]=2)[S:22][C:23]=1[C:27]([C:28]1[CH:33]=[CH:32][C:31]([O:34][CH3:35])=[C:30]([F:36])[CH:29]=1)=[O:37], predict the reactants needed to synthesize it. The reactants are: C(OC(=O)[N:7]([CH2:10][CH2:11][CH2:12][O:13][C:14]1[CH:19]=[CH:18][C:17]([NH:20][C:21]2[S:22][C:23]([C:27](=[O:37])[C:28]3[CH:33]=[CH:32][C:31]([O:34][CH3:35])=[C:30]([F:36])[CH:29]=3)=[C:24]([NH2:26])[N:25]=2)=[CH:16][CH:15]=1)[CH2:8][CH3:9])(C)(C)C.FC(F)(F)C(O)=O. (8) Given the product [CH3:36][C@@H:37]([O:41][C:42]1[N:50]=[C:49]2[C:45]([N:46]=[C:47]([O:51][CH3:52])[N:48]2[CH2:19][CH2:18][C@@H:23]2[CH2:25][CH2:20][O:21][CH2:22]2)=[C:44]([NH2:53])[N:43]=1)[CH2:38][CH2:39][CH3:40], predict the reactants needed to synthesize it. The reactants are: C(NC1N=C2C(N=C(OC)N2CCC[CH:18]2[CH2:23][CH2:22][O:21][C:20]([CH3:25])(C)[CH2:19]2)=C(N)N=1)CCC.FC(F)(F)C(O)=O.[CH3:36][C@@H:37]([O:41][C:42]1[NH:43][C:44]([NH2:53])=[C:45]2[C:49]([N:50]=1)=[N:48][C:47]([O:51][CH3:52])=[N:46]2)[CH2:38][CH2:39][CH3:40].BrCC[C@@H]1CCOC1. (9) Given the product [CH:34]1[C:33]2[CH:32]([CH2:31][O:30][C:29]([NH:28][C@@H:26]([CH3:27])[C:25]([NH:1][C:2]3[C:3]4[CH:23]=[CH:22][CH:21]=[CH:20][C:4]=4[C:5]4[C@H:6]([CH2:18][Cl:19])[CH2:7][N:8]([C:11]([O:13][C:14]([CH3:16])([CH3:17])[CH3:15])=[O:12])[C:9]=4[CH:10]=3)=[O:46])=[O:45])[C:44]3[C:39](=[CH:40][CH:41]=[CH:42][CH:43]=3)[C:38]=2[CH:37]=[CH:36][CH:35]=1, predict the reactants needed to synthesize it. The reactants are: [NH2:1][C:2]1[C:3]2[CH:23]=[CH:22][CH:21]=[CH:20][C:4]=2[C:5]2[C@H:6]([CH2:18][Cl:19])[CH2:7][N:8]([C:11]([O:13][C:14]([CH3:17])([CH3:16])[CH3:15])=[O:12])[C:9]=2[CH:10]=1.Cl[C:25](=[O:46])[C@@H:26]([NH:28][C:29](=[O:45])[O:30][CH2:31][CH:32]1[C:44]2[CH:43]=[CH:42][CH:41]=[CH:40][C:39]=2[C:38]2[C:33]1=[CH:34][CH:35]=[CH:36][CH:37]=2)[CH3:27].CCN(C(C)C)C(C)C. (10) Given the product [C:1]([NH:4][C:5]1[CH:6]=[C:7]2[C:12](=[O:13])[N:11]([CH:14]([C:19]3[CH:24]=[CH:23][C:22]([O:25][CH3:26])=[C:21]([O:27][CH2:28][CH3:29])[CH:20]=3)[CH2:15][C:16]([NH:45][OH:46])=[O:17])[C:9](=[O:10])[C:8]2=[CH:30][CH:31]=1)(=[O:3])[CH3:2], predict the reactants needed to synthesize it. The reactants are: [C:1]([NH:4][C:5]1[CH:6]=[C:7]2[C:12](=[O:13])[N:11]([CH:14]([C:19]3[CH:24]=[CH:23][C:22]([O:25][CH3:26])=[C:21]([O:27][CH2:28][CH3:29])[CH:20]=3)[CH2:15][C:16](O)=[O:17])[C:9](=[O:10])[C:8]2=[CH:30][CH:31]=1)(=[O:3])[CH3:2].C(N1C=CN=C1)(N1C=CN=C1)=O.Cl.[NH2:45][OH:46].